From a dataset of Peptide-MHC class II binding affinity with 134,281 pairs from IEDB. Regression. Given a peptide amino acid sequence and an MHC pseudo amino acid sequence, predict their binding affinity value. This is MHC class II binding data. (1) The peptide sequence is STWLLKPGAGIMIFD. The MHC is HLA-DPA10103-DPB10201 with pseudo-sequence HLA-DPA10103-DPB10201. The binding affinity (normalized) is 0.355. (2) The binding affinity (normalized) is 0. The peptide sequence is ENKHQRRLVKLLL. The MHC is H-2-IAb with pseudo-sequence H-2-IAb. (3) The peptide sequence is IDTLKKNENIKEL. The MHC is DRB1_0301 with pseudo-sequence DRB1_0301. The binding affinity (normalized) is 0.143. (4) The peptide sequence is PANDKFTVFEAAFNNAIKAS. The MHC is HLA-DQA10401-DQB10402 with pseudo-sequence HLA-DQA10401-DQB10402. The binding affinity (normalized) is 0.250.